Dataset: Full USPTO retrosynthesis dataset with 1.9M reactions from patents (1976-2016). Task: Predict the reactants needed to synthesize the given product. (1) The reactants are: O[Li].O.C[O:5][C:6](=[O:25])[C:7]1[CH:12]=[C:11]([N:13]2[CH:17]=[N:16][N:15]=[N:14]2)[CH:10]=[C:9]([C:18]2[CH:23]=[CH:22][C:21]([CH3:24])=[CH:20][N:19]=2)[CH:8]=1. Given the product [CH3:24][C:21]1[CH:22]=[CH:23][C:18]([C:9]2[CH:8]=[C:7]([CH:12]=[C:11]([N:13]3[CH:17]=[N:16][N:15]=[N:14]3)[CH:10]=2)[C:6]([OH:25])=[O:5])=[N:19][CH:20]=1, predict the reactants needed to synthesize it. (2) Given the product [SH:15][CH2:14][CH2:13][C@H:4]([CH2:5][CH2:6][CH2:7][N:8]([CH2:11][CH3:12])[CH2:9][CH3:10])[CH2:3][OH:16], predict the reactants needed to synthesize it. The reactants are: C([C@H:3]([OH:16])[CH:4]([CH2:13][CH2:14][SH:15])[CH2:5][CH2:6][CH2:7][N:8]([CH2:11][CH3:12])[CH2:9][CH3:10])C.C([C@@H]1COC(=O)N1)C1C=CC=CC=1. (3) Given the product [Br:1][C:2]1[CH:3]=[C:4]([F:12])[C:5]([O:11][CH2:19][C:20]2[CH:25]=[CH:24][CH:23]=[CH:22][CH:21]=2)=[CH:6][C:7]=1[N+:8]([O-:10])=[O:9], predict the reactants needed to synthesize it. The reactants are: [Br:1][C:2]1[C:7]([N+:8]([O-:10])=[O:9])=[CH:6][C:5]([OH:11])=[C:4]([F:12])[CH:3]=1.C(=O)([O-])[O-].[Cs+].[Cs+].[CH2:19](Br)[C:20]1[CH:25]=[CH:24][CH:23]=[CH:22][CH:21]=1.